From a dataset of Reaction yield outcomes from USPTO patents with 853,638 reactions. Predict the reaction yield, written as a fraction of the theoretical maximum amount of product (1.0 means a 100% yield; for example, 0.34 means a 34% yield). (1) The reactants are C([O:8][C@@H:9]1[C@@H:17]([CH:18]=[O:19])[O:16][C@H:15]2[C@H:11]([N:12]=[C:13]([N:20]([CH3:28])C(=O)OC(C)(C)C)[S:14]2)[C@@H:10]1[F:29])C1C=CC=CC=1.[CH3:30][Mg+].[Br-].B(Cl)(Cl)Cl. The product is [F:29][C@H:10]1[C@H:11]2[N:12]=[C:13]([NH:20][CH3:28])[S:14][C@H:15]2[O:16][C@H:17]([C@H:18]([OH:19])[CH3:30])[C@H:9]1[OH:8]. The catalyst is C1COCC1.C(Cl)Cl. The yield is 0.190. (2) The reactants are [N+](C1C=CC(C([O:10][C@H:11]2[CH2:16][CH2:15][C@@H:14]([N:17]3[C:25](=[O:26])[C:24]4[C:19](=[CH:20][CH:21]=[CH:22][CH:23]=4)[C:18]3=[O:27])[CH2:13][CH2:12]2)=O)=CC=1)([O-])=O.C[O-].[Na+].S([O-])(O)(=O)=O.[K+]. The catalyst is CO.O1CCCC1. The product is [OH:10][C@@H:11]1[CH2:12][CH2:13][C@H:14]([N:17]2[C:18](=[O:27])[C:19]3[C:24](=[CH:23][CH:22]=[CH:21][CH:20]=3)[C:25]2=[O:26])[CH2:15][CH2:16]1. The yield is 0.750. (3) The reactants are [N+:1]([C:4]1[CH:9]=[CH:8][CH:7]=[CH:6][C:5]=1[N:10]1[CH2:15][CH2:14][CH2:13][C@H:12]([NH:16][C:17](=[O:23])[O:18][C:19]([CH3:22])([CH3:21])[CH3:20])[CH2:11]1)([O-])=O. The catalyst is CCO.O.[Pd]. The product is [NH2:1][C:4]1[CH:9]=[CH:8][CH:7]=[CH:6][C:5]=1[N:10]1[CH2:15][CH2:14][CH2:13][C@H:12]([NH:16][C:17](=[O:23])[O:18][C:19]([CH3:21])([CH3:20])[CH3:22])[CH2:11]1. The yield is 1.19. (4) The product is [CH3:38][N:39]([CH3:43])[C:25]1[CH:24]=[CH:23][C:17]2[N:2]([C:30](=[O:33])[CH3:31])[C:21]3[C:20]([S:19][C:18]=2[CH:26]=1)=[CH:12][C:10]([N:6]([CH3:5])[CH3:7])=[CH:11][CH:22]=3. The yield is 0.640. The catalyst is C(#N)C. The reactants are C[NH:2]N.C[CH2:5][N:6]([CH:10]([CH3:12])[CH3:11])[CH:7](C)C.O.O.O.[Cl-].[CH3:17][C:18]1[SH+:19][CH:20]=[CH:21][CH:22]=[CH:23][CH:24]=[CH:25][CH:26]=1.CNN.[C:30]([O:33]C(=O)C)(=O)[CH3:31].C[CH2:38][N:39]([CH:43](C)C)C(C)C. (5) The product is [C:1]1([C:21]2[CH:26]=[CH:25][CH:24]=[CH:23][CH:22]=2)[CH:6]=[CH:5][C:4]([C:7]2[N:13]([C:14]3[CH:19]=[CH:18][CH:17]=[CH:16][C:15]=3[F:20])[C:11]([SH:12])=[N:10][N:9]=2)=[CH:3][CH:2]=1. The catalyst is [OH-].[Na+]. The reactants are [C:1]1([C:21]2[CH:26]=[CH:25][CH:24]=[CH:23][CH:22]=2)[CH:6]=[CH:5][C:4]([C:7]([NH:9][NH:10][C:11]([NH:13][C:14]2[CH:19]=[CH:18][CH:17]=[CH:16][C:15]=2[F:20])=[S:12])=O)=[CH:3][CH:2]=1.Cl. The yield is 0.970. (6) The reactants are [Br:1][C:2]1[CH:10]=[CH:9][CH:8]=[C:7]2[C:3]=1[CH2:4][CH2:5][CH:6]2O.S(=O)(=O)(O)O. The catalyst is O. The product is [Br:1][C:2]1[CH:10]=[CH:9][CH:8]=[C:7]2[C:3]=1[CH:4]=[CH:5][CH2:6]2. The yield is 0.690.